From a dataset of Reaction yield outcomes from USPTO patents with 853,638 reactions. Predict the reaction yield, written as a fraction of the theoretical maximum amount of product (1.0 means a 100% yield; for example, 0.34 means a 34% yield). (1) The product is [CH:18]([NH:17][C:14]([NH:17][C:18]1[CH:23]=[C:22]([Cl:24])[CH:21]=[C:20]([Cl:25])[CH:19]=1)=[C:11]([S:8]([C:5]1[CH:6]=[CH:7][C:2]([Cl:1])=[CH:3][CH:4]=1)(=[O:10])=[O:9])[C:12]#[N:13])([CH2:19][CH3:20])[CH3:23]. The reactants are [Cl:1][C:2]1[CH:7]=[CH:6][C:5]([S:8]([C:11](=[C:14]([NH:17][C:18]2[CH:23]=[C:22]([Cl:24])[CH:21]=[C:20]([Cl:25])[CH:19]=2)SC)[C:12]#[N:13])(=[O:10])=[O:9])=[CH:4][CH:3]=1. The catalyst is NC(CC)C. The yield is 0.690. (2) The reactants are C(Cl)Cl.[N:4]1[CH:9]=[CH:8][CH:7]=[C:6]([S:10](Cl)(=[O:12])=[O:11])[CH:5]=1.[C:14]([C:18]1[CH:25]=[CH:24][C:21]([CH2:22][NH2:23])=[CH:20][CH:19]=1)([CH3:17])([CH3:16])[CH3:15].C(N(CC)CC)C. The catalyst is O. The product is [C:14]([C:18]1[CH:19]=[CH:20][C:21]([CH2:22][NH:23][S:10]([C:6]2[CH:5]=[N:4][CH:9]=[CH:8][CH:7]=2)(=[O:12])=[O:11])=[CH:24][CH:25]=1)([CH3:17])([CH3:15])[CH3:16]. The yield is 0.910. (3) The catalyst is O1CCOCC1.O. The product is [F:1][C:2]1[CH:3]=[C:4]2[C:8](=[CH:9][C:10]=1[C:11]1[CH:12]=[N:13][N:14]([CH3:16])[CH:15]=1)[N:7]([C:18]1[C:22]3[CH2:23][N:24]([C:27](=[O:29])[CH3:28])[CH2:25][CH2:26][C:21]=3[N:20]([CH:30]3[CH2:34][CH2:33][O:32][CH2:31]3)[N:19]=1)[CH2:6][CH2:5]2. The yield is 0.160. The reactants are [F:1][C:2]1[CH:3]=[C:4]2[C:8](=[CH:9][C:10]=1[C:11]1[CH:12]=[N:13][N:14]([CH3:16])[CH:15]=1)[NH:7][CH2:6][CH2:5]2.Br[C:18]1[C:22]2[CH2:23][N:24]([C:27](=[O:29])[CH3:28])[CH2:25][CH2:26][C:21]=2[N:20]([CH:30]2[CH2:34][CH2:33][O:32][CH2:31]2)[N:19]=1.C(O[Na])(C)(C)C.COC(C)(C)C.C1(P(C2CCCCC2)C2C=CC=CC=2C2C(OC(C)C)=CC=CC=2OC(C)C)CCCCC1.